From a dataset of Forward reaction prediction with 1.9M reactions from USPTO patents (1976-2016). Predict the product of the given reaction. Given the reactants [O:1]=[C:2]1[C:7]2[CH:8]=[C:9]([O:12][CH2:13][C:14]([O:16]C(C)(C)C)=[O:15])[CH:10]=[CH:11][C:6]=2[S:5][C:4]([C:21]2[CH:26]=[CH:25][CH:24]=[CH:23][N:22]=2)=[N:3]1, predict the reaction product. The product is: [O:1]=[C:2]1[C:7]2[CH:8]=[C:9]([O:12][CH2:13][C:14]([OH:16])=[O:15])[CH:10]=[CH:11][C:6]=2[S:5][C:4]([C:21]2[CH:26]=[CH:25][CH:24]=[CH:23][N:22]=2)=[N:3]1.